Predict which catalyst facilitates the given reaction. From a dataset of Catalyst prediction with 721,799 reactions and 888 catalyst types from USPTO. (1) Reactant: Cl[C:2]1[C:3]2[C:10]([C:11]([C:13]3[CH:14]=[C:15]([C:19]4[CH:24]=[CH:23][C:22]([N:25]([CH3:27])[CH3:26])=[CH:21][CH:20]=4)[CH:16]=[CH:17][CH:18]=3)=[O:12])=[CH:9][N:8]([CH:28]3[CH2:32][CH2:31][CH2:30][CH2:29]3)[C:4]=2[N:5]=[CH:6][N:7]=1.[NH4+:33].[OH-]. Product: [NH2:33][C:2]1[C:3]2[C:10]([C:11]([C:13]3[CH:14]=[C:15]([C:19]4[CH:24]=[CH:23][C:22]([N:25]([CH3:27])[CH3:26])=[CH:21][CH:20]=4)[CH:16]=[CH:17][CH:18]=3)=[O:12])=[CH:9][N:8]([CH:28]3[CH2:32][CH2:31][CH2:30][CH2:29]3)[C:4]=2[N:5]=[CH:6][N:7]=1. The catalyst class is: 12. (2) Reactant: [CH2:1]([N:8]1[C:16]2[C:15](=[O:17])[NH:14][C:13](=[O:18])[N:12]([CH3:19])[C:11]=2[N:10]=[C:9]1[Br:20])[C:2]1[CH:7]=[CH:6][CH:5]=[CH:4][CH:3]=1.[H-].[Na+].[C:23]([O:26][C@H:27]([CH3:33])[CH2:28][CH2:29][CH2:30][CH2:31]Cl)(=[O:25])[CH3:24]. The catalyst class is: 16. Product: [C:23]([O:26][C@H:27]([CH3:33])[CH2:28][CH2:29][CH2:30][CH2:31][N:14]1[C:15](=[O:17])[C:16]2[N:8]([CH2:1][C:2]3[CH:7]=[CH:6][CH:5]=[CH:4][CH:3]=3)[C:9]([Br:20])=[N:10][C:11]=2[N:12]([CH3:19])[C:13]1=[O:18])(=[O:25])[CH3:24].